This data is from Forward reaction prediction with 1.9M reactions from USPTO patents (1976-2016). The task is: Predict the product of the given reaction. (1) Given the reactants [CH3:1][N:2]1[CH2:7][CH2:6][NH:5][CH2:4][CH2:3]1.CO[C:10](=[O:18])[C:11]1[CH:16]=[CH:15][CH:14]=[C:13](I)[CH:12]=1.[Cl:19][C:20]1[CH:25]=[CH:24][C:23]([C@@H:26]2[C@:28]3([C:36]4[C:31](=[CH:32][CH:33]=[CH:34][CH:35]=4)[NH:30][C:29]3=[O:37])[CH2:27]2)=[CH:22][CH:21]=1, predict the reaction product. The product is: [Cl:19][C:20]1[CH:21]=[CH:22][C:23]([C@H:26]2[C@@:28]3([C:36]4[C:31](=[CH:32][CH:33]=[CH:34][CH:35]=4)[N:30]([C:13]4[CH:14]=[CH:15][CH:16]=[C:11]([C:10]([N:5]5[CH2:6][CH2:7][N:2]([CH3:1])[CH2:3][CH2:4]5)=[O:18])[CH:12]=4)[C:29]3=[O:37])[CH2:27]2)=[CH:24][CH:25]=1. (2) Given the reactants [CH:1]1([C:9]([N:11]2[CH2:16][CH2:15][N:14]([CH:17]3[CH2:20][CH2:19][CH2:18]3)[CH2:13][CH2:12]2)=[O:10])[C:3]2([CH2:8][CH2:7][NH:6][CH2:5][CH2:4]2)[CH2:2]1.[O:21]1[CH2:26][CH2:25][CH2:24][C:23](=O)[CH2:22]1, predict the reaction product. The product is: [CH:17]1([N:14]2[CH2:15][CH2:16][N:11]([C:9]([CH:1]3[C:3]4([CH2:8][CH2:7][N:6]([CH:23]5[CH2:24][CH2:25][CH2:26][O:21][CH2:22]5)[CH2:5][CH2:4]4)[CH2:2]3)=[O:10])[CH2:12][CH2:13]2)[CH2:18][CH2:19][CH2:20]1. (3) Given the reactants Cl[C:2]1[CH:7]=[C:6]([C:8]([F:11])([F:10])[F:9])[N:5]=[C:4]([C:12]2[CH:13]=[N:14][CH:15]=[CH:16][CH:17]=2)[N:3]=1.[CH3:18][C:19]1[CH:20]=[C:21]([CH:23]=[C:24]([CH3:26])[CH:25]=1)[NH2:22], predict the reaction product. The product is: [CH3:18][C:19]1[CH:20]=[C:21]([CH:23]=[C:24]([CH3:26])[CH:25]=1)[NH:22][C:2]1[CH:7]=[C:6]([C:8]([F:11])([F:10])[F:9])[N:5]=[C:4]([C:12]2[CH:13]=[N:14][CH:15]=[CH:16][CH:17]=2)[N:3]=1. (4) Given the reactants [N:1]([CH:4]([C:6]1[CH:7]=[C:8]2[N:13]([C:14]=1[C:15]#[C:16][CH2:17][CH2:18][CH3:19])[CH:12]=[CH:11][CH:10]=[CH:9]2)[CH3:5])=[N+]=[N-].C1C=CC(P(C2C=CC=CC=2)C2C=CC=CC=2)=CC=1.O, predict the reaction product. The product is: [C:15]([C:14]1[N:13]2[C:8]([CH:9]=[CH:10][CH:11]=[CH:12]2)=[CH:7][C:6]=1[CH:4]([NH2:1])[CH3:5])#[C:16][CH2:17][CH2:18][CH3:19]. (5) Given the reactants [C:1]([NH:4][C@H:5]([C:9]1[CH2:14][CH:13]=[CH:12][CH2:11][CH:10]=1)[C:6]([OH:8])=[O:7])(=[O:3])[CH3:2], predict the reaction product. The product is: [C:1]([NH:4][C@H:5]([CH:9]1[CH2:14][CH2:13][CH2:12][CH2:11][CH2:10]1)[C:6]([OH:8])=[O:7])(=[O:3])[CH3:2]. (6) Given the reactants [CH3:1][C@H:2]1[C@@:41]2([OH:43])[O:42][C@H:5]([CH2:6][C@H:7]([O:72][CH3:73])[C:8]([CH3:71])=[CH:9][CH:10]=[CH:11][CH:12]=[CH:13][C@@H:14]([CH3:70])[CH2:15][C@@H:16]([CH3:69])[C:17]([C@H:19]([O:67][CH3:68])[C@H:20]([OH:66])[C:21]([CH3:65])=[CH:22][C@@H:23]([CH3:64])[C:24]([CH2:26][C@@H:27]([C@@H:44]([CH2:46][C@H:47]3[CH2:52][C@@H:51]([O:53][CH3:54])[C@H:50]([O:55][C:56]([C:58]([CH2:62][OH:63])([CH2:60][OH:61])[CH3:59])=[O:57])[CH2:49][CH2:48]3)[CH3:45])[O:28][C:29]([C@H:31]3[N:36]([C:37]([C:39]2=[O:40])=[O:38])[CH2:35][CH2:34][CH2:33][CH2:32]3)=[O:30])=[O:25])=[O:18])[CH2:4][CH2:3]1.[BH:74]([O-:76])[O-:75], predict the reaction product. The product is: [CH3:1][C@H:2]1[C@@:41]2([OH:43])[O:42][C@H:5]([CH2:6][C@H:7]([O:72][CH3:73])[C:8]([CH3:71])=[CH:9][CH:10]=[CH:11][CH:12]=[CH:13][C@@H:14]([CH3:70])[CH2:15][C@@H:16]([CH3:69])[C:17]([C@H:19]([O:67][CH3:68])[C@H:20]([OH:66])[C:21]([CH3:65])=[CH:22][C@@H:23]([CH3:64])[C:24]([CH2:26][C@@H:27]([C@@H:44]([CH2:46][C@H:47]3[CH2:52][C@@H:51]([O:53][CH3:54])[C@H:50]([O:55][C:56]([C:58]([CH2:60][OH:61])([CH2:62][OH:63])[CH3:59])=[O:57])[CH2:49][CH2:48]3)[CH3:45])[O:28][C:29]([C@H:31]3[N:36]([C:37]([C:39]2=[O:40])=[O:38])[CH2:35][CH2:34][CH2:33][CH2:32]3)=[O:30])=[O:25])=[O:18])[CH2:4][CH2:3]1.[BH:74]([O-:76])[O-:75].[CH3:1][C@H:2]1[C@@:41]2([OH:43])[O:42][C@H:5]([CH2:6][C@H:7]([O:72][CH3:73])[C:8]([CH3:71])=[CH:9][CH:10]=[CH:11][CH:12]=[CH:13][C@@H:14]([CH3:70])[CH2:15][C@@H:16]([CH3:69])[C:17]([C@H:19]([O:67][CH3:68])[C@H:20]([OH:66])[C:21]([CH3:65])=[CH:22][C@@H:23]([CH3:64])[C:24]([CH2:26][C@@H:27]([C@@H:44]([CH2:46][C@H:47]3[CH2:52][C@@H:51]([O:53][CH3:54])[C@H:50]([OH:55])[CH2:49][CH2:48]3)[CH3:45])[O:28][C:29]([C@H:31]3[N:36]([C:37]([C:39]2=[O:40])=[O:38])[CH2:35][CH2:34][CH2:33][CH2:32]3)=[O:30])=[O:25])=[O:18])[CH2:4][CH2:3]1. (7) Given the reactants [NH:1]([C:8]1[CH:13]=[CH:12][N:11]=[C:10]([NH:14][C:15]2[CH:20]=[CH:19][C:18]([OH:21])=[CH:17][CH:16]=2)[N:9]=1)[C:2]1[CH:7]=[CH:6][CH:5]=[CH:4][CH:3]=1.C([O-])([O-])=O.[K+].[K+].[CH2:28]([CH:30]1[O:32][CH2:31]1)Br, predict the reaction product. The product is: [NH:1]([C:8]1[CH:13]=[CH:12][N:11]=[C:10]([NH:14][C:15]2[CH:16]=[CH:17][C:18]([O:21][CH2:28][CH:30]3[O:32][CH2:31]3)=[CH:19][CH:20]=2)[N:9]=1)[C:2]1[CH:3]=[CH:4][CH:5]=[CH:6][CH:7]=1.